From a dataset of Full USPTO retrosynthesis dataset with 1.9M reactions from patents (1976-2016). Predict the reactants needed to synthesize the given product. Given the product [N:1]1([C:7]2[CH:38]=[CH:37][C:10]([CH2:11][CH:12]3[C:21]4[C:16](=[CH:17][C:18]([OH:22])=[CH:19][CH:20]=4)[CH2:15][CH2:14][N:13]3[C:30]3[CH:31]=[CH:32][C:33]([F:36])=[CH:34][CH:35]=3)=[CH:9][CH:8]=2)[CH2:6][CH2:5][CH2:4][CH2:3][CH2:2]1, predict the reactants needed to synthesize it. The reactants are: [N:1]1([C:7]2[CH:38]=[CH:37][C:10]([CH2:11][CH:12]3[C:21]4[C:16](=[CH:17][C:18]([O:22]CC5C=CC=CC=5)=[CH:19][CH:20]=4)[CH2:15][CH2:14][N:13]3[C:30]3[CH:35]=[CH:34][C:33]([F:36])=[CH:32][CH:31]=3)=[CH:9][CH:8]=2)[CH2:6][CH2:5][CH2:4][CH2:3][CH2:2]1.